Dataset: Catalyst prediction with 721,799 reactions and 888 catalyst types from USPTO. Task: Predict which catalyst facilitates the given reaction. (1) Reactant: CCN=C=NCCCN(C)C.C1C=C2N=NN(O)C2=CC=1.O.[C:23]([NH2:32])([C:26]1[CH:31]=[CH:30][CH:29]=[CH:28][CH:27]=1)([CH3:25])[CH3:24].[CH3:33][O:34][CH2:35][O:36][C:37]1[CH:38]=[C:39]([CH:43]=[CH:44][C:45]=1[CH3:46])[C:40](O)=[O:41]. Product: [CH3:33][O:34][CH2:35][O:36][C:37]1[CH:38]=[C:39]([CH:43]=[CH:44][C:45]=1[CH3:46])[C:40]([NH:32][C:23]([CH3:25])([C:26]1[CH:31]=[CH:30][CH:29]=[CH:28][CH:27]=1)[CH3:24])=[O:41]. The catalyst class is: 3. (2) Reactant: [Cl:1][C:2]1[CH:7]=[CH:6][C:5]([C:8]#[C:9][C:10]2[CH:15]=[CH:14][C:13](/[CH:16]=[N:17]/[C:18]3[CH:19]=[CH:20][C:21]4[C:26](=[O:27])[O:25][C:24]([CH3:29])([CH3:28])[O:23][C:22]=4[CH:30]=3)=[CH:12][CH:11]=2)=[CH:4][CH:3]=1.C(O[BH-](OC(=O)C)OC(=O)C)(=O)C.[Na+].C(O)(=O)C. Product: [Cl:1][C:2]1[CH:3]=[CH:4][C:5]([C:8]#[C:9][C:10]2[CH:15]=[CH:14][C:13]([CH2:16][NH:17][C:18]3[CH:19]=[CH:20][C:21]4[C:26](=[O:27])[O:25][C:24]([CH3:28])([CH3:29])[O:23][C:22]=4[CH:30]=3)=[CH:12][CH:11]=2)=[CH:6][CH:7]=1. The catalyst class is: 325. (3) Reactant: [Br:1][C:2]1[N:10]=[CH:9][N:8]=[C:7]2[C:3]=1[N:4]=[CH:5][NH:6]2.O.C1(C)C=CC(S(O)(=O)=O)=CC=1.[O:23]1[CH:28]=[CH:27][CH2:26][CH2:25][CH2:24]1. Product: [Br:1][C:2]1[N:10]=[CH:9][N:8]=[C:7]2[C:3]=1[N:4]=[CH:5][N:6]2[CH:24]1[CH2:25][CH2:26][CH2:27][CH2:28][O:23]1. The catalyst class is: 22. (4) Reactant: [S:1]1[C:5]2=[N:6][CH:7]=[CH:8][N:4]2[C:3]([NH:9][CH2:10][CH2:11][CH2:12][CH2:13][CH2:14][CH2:15][NH:16][S:17]([C:20]2[C:29]3[C:24](=CC=CC=3)[CH:23]=[CH:22][CH:21]=2)(=[O:19])=[O:18])=[N:2]1.O[C@H:31]1[O:39][C@H:38]([CH2:40][OH:41])[C@@H:36]([OH:37])[C@H:34]([OH:35])[C@H:32]1[OH:33].S([O-])([O-])(=O)=O.[NH4+:47].[NH4+]. Product: [S:1]1[C:5]2=[N:6][CH:7]=[CH:8][N:4]2[C:3]([NH:9][CH2:10][CH2:11][CH2:12][CH2:13][CH2:14][CH2:15][NH:16][S:17]([C:20]2[CH:21]=[CH:22][CH:23]=[CH:24][C:29]=2[NH:47][C@H:31]2[O:39][C@H:38]([CH2:40][OH:41])[C@@H:36]([OH:37])[C@H:34]([OH:35])[C@H:32]2[OH:33])(=[O:18])=[O:19])=[N:2]1. The catalyst class is: 5.